From a dataset of Cav3 T-type calcium channel HTS with 100,875 compounds. Binary Classification. Given a drug SMILES string, predict its activity (active/inactive) in a high-throughput screening assay against a specified biological target. (1) The molecule is S1C(Cc2nc(SCC(=O)N3CCN(CC3)c3ccccc3)n(c(=O)c12)C)C. The result is 0 (inactive). (2) The molecule is O(C(=O)c1cc(nc(N)c1C#N)C)CCO. The result is 0 (inactive). (3) The drug is S(=O)(=O)(NCCCc1ccccc1)c1cc2oc(=O)n(c2cc1)CC(OCC)=O. The result is 0 (inactive).